From a dataset of Full USPTO retrosynthesis dataset with 1.9M reactions from patents (1976-2016). Predict the reactants needed to synthesize the given product. (1) Given the product [CH3:24][O:16][C:15]([CH:13]1[O:14][CH:43]([C:44]2[CH:49]=[CH:48][C:47]([O:50][CH3:51])=[CH:46][C:45]=2[O:52][CH3:53])[N:11]([S:10][C:5]2[CH:6]=[CH:7][CH:8]=[CH:9][C:4]=2[N+:1]([O-:3])=[O:2])[CH:12]1[C:18]1[CH:19]=[CH:20][CH:21]=[CH:22][CH:23]=1)=[O:17], predict the reactants needed to synthesize it. The reactants are: [N+:1]([C:4]1[CH:9]=[CH:8][CH:7]=[CH:6][C:5]=1[S:10][NH:11][CH:12]([C:18]1[CH:23]=[CH:22][CH:21]=[CH:20][CH:19]=1)[CH:13]([C:15]([OH:17])=[O:16])[OH:14])([O-:3])=[O:2].[C:24]1(C)C=CC(S([O-])(=O)=O)=CC=1.[NH+]1C=CC=CC=1.CO[CH:43](OC)[C:44]1[CH:49]=[CH:48][C:47]([O:50][CH3:51])=[CH:46][C:45]=1[O:52][CH3:53].C([O-])(O)=O.[Na+]. (2) Given the product [CH:20]1[C:19]2[C:24]3[C:11]([C:12]4[C:17]([C:18]=2[CH:23]=[CH:22][CH:21]=1)=[CH:16][CH:15]=[CH:14][CH:13]=4)=[CH:14][CH:13]=[C:12]1[C:11]=3[CH:24]=[CH:23][CH:18]=[CH:17]1, predict the reactants needed to synthesize it. The reactants are: COC=CC1C=CC=CC=1[C:11]1[C:12]2[C:17]([C:18]3[CH:19]=[CH:20][CH:21]=[CH:22][C:23]=3[CH:24]=1)=[CH:16][CH:15]=[CH:14][CH:13]=2.C(=O)([O-])[O-].[K+].[K+]. (3) Given the product [CH3:1][C:2]1[CH:3]=[C:4]2[C:8](=[CH:9][C:10]=1[CH3:11])[N:7]([CH2:12][C:13]([OH:15])=[O:14])[CH:6]=[CH:5]2, predict the reactants needed to synthesize it. The reactants are: [CH3:1][C:2]1[CH:3]=[C:4]2[C:8](=[CH:9][C:10]=1[CH3:11])[N:7]([CH2:12][C:13]([O:15]C)=[O:14])[CH:6]=[CH:5]2.CC(C)C(N1C=CC(C(F)(F)F)=N1)C(OCC)=O. (4) Given the product [CH3:34][C:27]1[CH:26]=[C:25]([CH:30]=[CH:29][C:28]=1[N+:31]([O-:33])=[O:32])[CH2:24][N:10]1[CH2:9][C:8](=[O:7])[N:13]([C:14]2[CH:15]=[CH:16][C:17]([C:20]([F:22])([F:23])[F:21])=[CH:18][CH:19]=2)[C:11]1=[O:12], predict the reactants needed to synthesize it. The reactants are: C(O)(=O)C.C([O:7][C:8](=O)[CH2:9][N:10]([CH2:24][C:25]1[CH:30]=[CH:29][C:28]([N+:31]([O-:33])=[O:32])=[C:27]([CH3:34])[CH:26]=1)[C:11]([NH:13][C:14]1[CH:19]=[CH:18][C:17]([C:20]([F:23])([F:22])[F:21])=[CH:16][CH:15]=1)=[O:12])C.Cl. (5) Given the product [CH3:19][N:20]([CH3:25])[S:21]([NH:7][C:8]1[CH:17]=[CH:16][C:11]([C:12]([O:14][CH3:15])=[O:13])=[C:10]([Cl:18])[CH:9]=1)(=[O:23])=[O:22], predict the reactants needed to synthesize it. The reactants are: N1C=CC=CC=1.[NH2:7][C:8]1[CH:17]=[CH:16][C:11]([C:12]([O:14][CH3:15])=[O:13])=[C:10]([Cl:18])[CH:9]=1.[CH3:19][N:20]([CH3:25])[S:21](Cl)(=[O:23])=[O:22]. (6) The reactants are: [N:1]([C:4]1[CH:9]=[CH:8][C:7]([F:10])=[CH:6][C:5]=1[C:11]1[N:15]([CH:16]2[CH2:21][CH2:20][CH2:19][CH2:18][O:17]2)[N:14]=[CH:13][CH:12]=1)=[N+]=[N-]. Given the product [F:10][C:7]1[CH:8]=[CH:9][C:4]2[NH:1][C:12]3[CH:13]=[N:14][N:15]([CH:16]4[CH2:21][CH2:20][CH2:19][CH2:18][O:17]4)[C:11]=3[C:5]=2[CH:6]=1, predict the reactants needed to synthesize it. (7) Given the product [Cl:19][C:15]1[CH:14]=[C:13]([CH:18]=[CH:17][CH:16]=1)[O:12][CH:5]1[C:4]2[C:9](=[N:10][CH:11]=[C:2]([C:31]3[CH:30]=[CH:29][N:28]=[C:27]([N:24]4[CH2:23][CH2:22][N:21]([CH3:20])[CH2:26][CH2:25]4)[CH:32]=3)[CH:3]=2)[NH:8][CH2:7][CH2:6]1, predict the reactants needed to synthesize it. The reactants are: Br[C:2]1[CH:3]=[C:4]2[C:9](=[N:10][CH:11]=1)[NH:8][CH2:7][CH2:6][CH:5]2[O:12][C:13]1[CH:18]=[CH:17][CH:16]=[C:15]([Cl:19])[CH:14]=1.[CH3:20][N:21]1[CH2:26][CH2:25][N:24]([C:27]2[CH:32]=[C:31](B3OC(C)(C)C(C)(C)O3)[CH:30]=[CH:29][N:28]=2)[CH2:23][CH2:22]1. (8) Given the product [Si:1]([O:18][CH2:19][C@@H:20]1[N:25]([C:26]([O:28][C:29]([CH3:31])([CH3:30])[CH3:32])=[O:27])[CH2:24][C@H:23]([C:33]2[N:37]3[CH:38]=[CH:39][N:40]=[C:41]([Cl:42])[C:36]3=[CH:35][N:34]=2)[O:22][CH2:21]1)([C:14]([CH3:15])([CH3:16])[CH3:17])([C:8]1[CH:9]=[CH:10][CH:11]=[CH:12][CH:13]=1)[C:2]1[CH:3]=[CH:4][CH:5]=[CH:6][CH:7]=1.[CH3:8][C:13]1[CH:12]=[CH:11][C:10]([C:9]([O:48][CH3:47])=[O:54])=[CH:56][N:55]=1, predict the reactants needed to synthesize it. The reactants are: [Si:1]([O:18][CH2:19][C@@H:20]1[N:25]([C:26]([O:28][C:29]([CH3:32])([CH3:31])[CH3:30])=[O:27])[CH2:24][C@H:23]([C:33](=O)[NH:34][CH2:35][C:36]2[C:41]([Cl:42])=[N:40][CH:39]=[CH:38][N:37]=2)[O:22][CH2:21]1)([C:14]([CH3:17])([CH3:16])[CH3:15])([C:8]1[CH:13]=[CH:12][CH:11]=[CH:10][CH:9]=1)[C:2]1[CH:7]=[CH:6][CH:5]=[CH:4][CH:3]=1.CN([CH:47]=[O:48])C.O=P(Cl)(Cl)Cl.[OH-:54].[NH4+:55].[C:56](#N)C.